This data is from Full USPTO retrosynthesis dataset with 1.9M reactions from patents (1976-2016). The task is: Predict the reactants needed to synthesize the given product. (1) Given the product [C:12]1([C@H:22]([NH:24][CH:9]2[CH2:10][CH:7]([C:1]3[CH:6]=[CH:5][CH:4]=[CH:3][CH:2]=3)[CH2:8]2)[CH3:23])[C:21]2[C:16](=[CH:17][CH:18]=[CH:19][CH:20]=2)[CH:15]=[CH:14][CH:13]=1, predict the reactants needed to synthesize it. The reactants are: [C:1]1([CH:7]2[CH2:10][C:9](=O)[CH2:8]2)[CH:6]=[CH:5][CH:4]=[CH:3][CH:2]=1.[C:12]1([C@H:22]([NH2:24])[CH3:23])[C:21]2[C:16](=[CH:17][CH:18]=[CH:19][CH:20]=2)[CH:15]=[CH:14][CH:13]=1. (2) The reactants are: [Cl:1][C:2]1[CH:7]=[CH:6][C:5]([C:8]2[C:13]([O:14][C@@H:15]([CH3:20])[C:16]([F:19])([F:18])[F:17])=[CH:12][N:11]=[C:10]([C:21]([OH:23])=O)[N:9]=2)=[CH:4][CH:3]=1.Cl.[F:25][C:26]([F:35])([F:34])[C:27]1[N:31]=[C:30]([CH2:32][NH2:33])[O:29][N:28]=1. Given the product [Cl:1][C:2]1[CH:7]=[CH:6][C:5]([C:8]2[C:13]([O:14][C@@H:15]([CH3:20])[C:16]([F:18])([F:17])[F:19])=[CH:12][N:11]=[C:10]([C:21]([NH:33][CH2:32][C:30]3[O:29][N:28]=[C:27]([C:26]([F:35])([F:34])[F:25])[N:31]=3)=[O:23])[N:9]=2)=[CH:4][CH:3]=1, predict the reactants needed to synthesize it. (3) Given the product [ClH:35].[F:8][C:9]1[CH:14]=[CH:13][C:12]([C:15]2[C:23]3[C:18](=[N:19][CH:20]=[CH:21][N:22]=3)[NH:17][C:16]=2[C:24]2[CH:29]=[CH:28][N:27]=[C:26]([NH:30][CH2:31][CH2:32][CH2:33][OH:34])[CH:25]=2)=[CH:11][CH:10]=1, predict the reactants needed to synthesize it. The reactants are: FC(F)(F)C(O)=O.[F:8][C:9]1[CH:14]=[CH:13][C:12]([C:15]2[C:23]3[C:18](=[N:19][CH:20]=[CH:21][N:22]=3)[NH:17][C:16]=2[C:24]2[CH:29]=[CH:28][N:27]=[C:26]([NH:30][CH2:31][CH2:32][CH2:33][OH:34])[CH:25]=2)=[CH:11][CH:10]=1.[ClH:35].C(OCC)C.